From a dataset of Full USPTO retrosynthesis dataset with 1.9M reactions from patents (1976-2016). Predict the reactants needed to synthesize the given product. (1) Given the product [CH3:1][C:2]1[CH:3]=[CH:4][C:5]([C:11]2[N:15]([CH3:16])[CH:14]=[CH:13][N:12]=2)=[C:6]([CH:10]=1)[C:7]([OH:9])=[O:8], predict the reactants needed to synthesize it. The reactants are: [CH3:1][C:2]1[CH:3]=[CH:4][C:5]([C:11]2[CH:16]=[N:15][CH:14]=[CH:13][N:12]=2)=[C:6]([CH:10]=1)[C:7]([OH:9])=[O:8].BrC1N(C)C=CN=1. (2) Given the product [NH2:30][CH2:29][CH2:28][CH2:27][NH:26][C:24]([C:23]1[CH:22]=[N:21][N:18]2[CH:19]=[CH:20][C:15]([N:11]3[CH2:12][CH2:13][CH2:14][C@@H:10]3[C:4]3[C:5](=[O:8])[NH:6][CH:7]=[C:2]([F:1])[CH:3]=3)=[N:16][C:17]=12)=[O:25], predict the reactants needed to synthesize it. The reactants are: [F:1][C:2]1[CH:3]=[C:4]([C@H:10]2[CH2:14][CH2:13][CH2:12][N:11]2[C:15]2[CH:20]=[CH:19][N:18]3[N:21]=[CH:22][C:23]([C:24]([NH:26][CH2:27][CH2:28][CH2:29][NH:30]C(=O)OC(C)(C)C)=[O:25])=[C:17]3[N:16]=2)[C:5]([O:8]C)=[N:6][CH:7]=1.Cl. (3) Given the product [CH2:43]1[C:44]2[C:49](=[CH:48][CH:47]=[CH:46][CH:45]=2)[CH2:50][CH2:51][N:42]1[CH2:41][CH:40]([OH:52])[CH2:39][NH:38][C:9](=[O:11])[C:8]1[CH:7]=[CH:6][C:5]([S:1](=[O:3])(=[O:4])[NH2:2])=[CH:13][CH:12]=1, predict the reactants needed to synthesize it. The reactants are: [S:1]([C:5]1[CH:13]=[CH:12][C:8]([C:9]([OH:11])=O)=[CH:7][CH:6]=1)(=[O:4])(=[O:3])[NH2:2].CN(C(ON1N=NC2C=CC=NC1=2)=[N+](C)C)C.F[P-](F)(F)(F)(F)F.[NH2:38][CH2:39][CH:40]([OH:52])[CH2:41][N:42]1[CH2:51][CH2:50][C:49]2[C:44](=[CH:45][CH:46]=[CH:47][CH:48]=2)[CH2:43]1. (4) Given the product [CH2:1]([S:3][C:4]1[CH:5]=[C:6]([C:13]2[C:14]([C:19]3[CH:24]=[CH:23][CH:22]=[CH:21][C:20]=3[F:25])=[N:15][N:16]([CH3:18])[CH:17]=2)[CH:7]=[CH:8][C:9]=1[NH2:10])[CH3:2], predict the reactants needed to synthesize it. The reactants are: [CH2:1]([S:3][C:4]1[CH:5]=[C:6]([C:13]2[C:14]([C:19]3[CH:24]=[CH:23][CH:22]=[CH:21][C:20]=3[F:25])=[N:15][N:16]([CH3:18])[CH:17]=2)[CH:7]=[CH:8][C:9]=1[N+:10]([O-])=O)[CH3:2].O.O.Cl[Sn]Cl. (5) Given the product [NH2:7][CH:8]([CH2:9][C:10]1([F:15])[CH2:14][CH2:13][CH2:12][CH2:11]1)[C:16]([NH:17][C:18]1([CH:22]([OH:32])[C:23](=[O:31])[NH:24][C:25]2[CH:29]=[CH:28][N:27]([CH3:30])[N:26]=2)[CH2:21][CH2:20][CH2:19]1)=[O:33].[ClH:35], predict the reactants needed to synthesize it. The reactants are: C(OC(=O)[NH:7][CH:8]([C:16](=[O:33])[NH:17][C:18]1([CH:22]([OH:32])[C:23](=[O:31])[NH:24][C:25]2[CH:29]=[CH:28][N:27]([CH3:30])[N:26]=2)[CH2:21][CH2:20][CH2:19]1)[CH2:9][C:10]1([F:15])[CH2:14][CH2:13][CH2:12][CH2:11]1)(C)(C)C.[ClH:35].